This data is from NCI-60 drug combinations with 297,098 pairs across 59 cell lines. The task is: Regression. Given two drug SMILES strings and cell line genomic features, predict the synergy score measuring deviation from expected non-interaction effect. (1) Drug 1: CC12CCC3C(C1CCC2=O)CC(=C)C4=CC(=O)C=CC34C. Drug 2: CCCS(=O)(=O)NC1=C(C(=C(C=C1)F)C(=O)C2=CNC3=C2C=C(C=N3)C4=CC=C(C=C4)Cl)F. Cell line: OVCAR-8. Synergy scores: CSS=49.8, Synergy_ZIP=0.618, Synergy_Bliss=-1.66, Synergy_Loewe=-3.67, Synergy_HSA=-3.18. (2) Drug 1: C1CN1C2=NC(=NC(=N2)N3CC3)N4CC4. Drug 2: C1=C(C(=O)NC(=O)N1)N(CCCl)CCCl. Cell line: COLO 205. Synergy scores: CSS=21.9, Synergy_ZIP=-7.14, Synergy_Bliss=0.317, Synergy_Loewe=-2.24, Synergy_HSA=3.37. (3) Drug 1: C1CCC(C1)C(CC#N)N2C=C(C=N2)C3=C4C=CNC4=NC=N3. Drug 2: C(CCl)NC(=O)N(CCCl)N=O. Cell line: PC-3. Synergy scores: CSS=-1.28, Synergy_ZIP=-0.678, Synergy_Bliss=-0.687, Synergy_Loewe=-2.30, Synergy_HSA=-2.30. (4) Drug 1: C1=CN(C(=O)N=C1N)C2C(C(C(O2)CO)O)O.Cl. Drug 2: COCCOC1=C(C=C2C(=C1)C(=NC=N2)NC3=CC=CC(=C3)C#C)OCCOC.Cl. Cell line: NCI/ADR-RES. Synergy scores: CSS=38.7, Synergy_ZIP=-4.28, Synergy_Bliss=-1.82, Synergy_Loewe=-15.2, Synergy_HSA=0.992.